This data is from Forward reaction prediction with 1.9M reactions from USPTO patents (1976-2016). The task is: Predict the product of the given reaction. (1) The product is: [Br:1][C:2]1[CH:3]=[C:4]([N:9]2[CH:13]=[CH:12][CH:11]=[N:10]2)[CH:5]=[CH:6][CH:7]=1. Given the reactants [Br:1][C:2]1[CH:7]=[CH:6][CH:5]=[C:4](I)[CH:3]=1.[NH:9]1[CH:13]=[CH:12][CH:11]=[N:10]1.[C@H]1(N)CCCC[C@@H]1N.C(=O)([O-])[O-].[K+].[K+], predict the reaction product. (2) Given the reactants [NH2:1][C:2]1[N:7]=[C:6]([NH:8][C@H:9]([C:11]2[N:16]=[C:15]3[CH:17]=[CH:18][N:19]([CH3:20])[C:14]3=[CH:13][C:12]=2[N:21]2[CH2:26][C@@H:25]3[CH2:27][C@H:22]2[CH2:23][N:24]3C(OC(C)(C)C)=O)[CH3:10])[C:5]([C:35]#[N:36])=[C:4]([CH3:37])[N:3]=1.C(O)(C(F)(F)F)=O.[Cl:45]CCl, predict the reaction product. The product is: [ClH:45].[C@H:22]12[CH2:27][C@H:25]([NH:24][CH2:23]1)[CH2:26][N:21]2[C:12]1[CH:13]=[C:14]2[N:19]([CH3:20])[CH:18]=[CH:17][C:15]2=[N:16][C:11]=1[C@@H:9]([NH:8][C:6]1[C:5]([C:35]#[N:36])=[C:4]([CH3:37])[N:3]=[C:2]([NH2:1])[N:7]=1)[CH3:10]. (3) Given the reactants C([O:5][C:6]([CH2:8][C:9]1[CH:14]=[CH:13][C:12]([O:15][C:16]([C:18]2[CH:19]=[C:20]3[C:25](=[C:26]([C:28]#[CH:29])[CH:27]=2)[O:24][C:23]([CH3:31])([CH3:30])[CH2:22][C:21]3([CH3:33])[CH3:32])=[O:17])=[CH:11][CH:10]=1)=[O:7])(C)(C)C.C(O)=O, predict the reaction product. The product is: [C:6]([CH2:8][C:9]1[CH:10]=[CH:11][C:12]([O:15][C:16]([C:18]2[CH:19]=[C:20]3[C:25](=[C:26]([C:28]#[CH:29])[CH:27]=2)[O:24][C:23]([CH3:31])([CH3:30])[CH2:22][C:21]3([CH3:33])[CH3:32])=[O:17])=[CH:13][CH:14]=1)([OH:7])=[O:5]. (4) Given the reactants [F:1][C:2]1[CH:7]=[CH:6][C:5]([C:8]2[N:9]=[C:10]([C@H:13]3[CH2:18][CH2:17][CH2:16][NH:15][CH2:14]3)[O:11][CH:12]=2)=[CH:4][CH:3]=1.[F:19][C:20]1[CH:25]=[C:24]([C:26](O)=[O:27])[CH:23]=[CH:22][N:21]=1, predict the reaction product. The product is: [F:19][C:20]1[CH:25]=[C:24]([C:26]([N:15]2[CH2:16][CH2:17][CH2:18][C@H:13]([C:10]3[O:11][CH:12]=[C:8]([C:5]4[CH:6]=[CH:7][C:2]([F:1])=[CH:3][CH:4]=4)[N:9]=3)[CH2:14]2)=[O:27])[CH:23]=[CH:22][N:21]=1. (5) The product is: [Cl:33][C:30]1[CH:31]=[CH:32][C:27]([C:25]2[CH:24]=[C:23]([CH3:34])[N:22]=[C:21]([C:17]3[CH:16]=[C:15]([C:11]4[CH:12]=[CH:13][CH:14]=[C:9]([S:6]([NH2:5])(=[O:8])=[O:7])[CH:10]=4)[CH:20]=[CH:19][CH:18]=3)[N:26]=2)=[CH:28][CH:29]=1. Given the reactants C([NH:5][S:6]([C:9]1[CH:10]=[C:11]([C:15]2[CH:20]=[CH:19][CH:18]=[C:17]([C:21]3[N:26]=[C:25]([C:27]4[CH:32]=[CH:31][C:30]([Cl:33])=[CH:29][CH:28]=4)[CH:24]=[C:23]([CH3:34])[N:22]=3)[CH:16]=2)[CH:12]=[CH:13][CH:14]=1)(=[O:8])=[O:7])(C)(C)C.C(O)(C(F)(F)F)=O, predict the reaction product. (6) Given the reactants [F:1][C:2]1(CN)[C:7]([F:8])=[CH:6][C:5]([F:9])=[C:4]([F:10])[CH:3]1[CH2:11]N.N([O-])=[O:16].[Na+].[C:19](=[O:22])([O-])O.[Na+], predict the reaction product. The product is: [F:1][C:2]1([CH2:19][OH:22])[C:7]([F:8])=[CH:6][C:5]([F:9])=[C:4]([F:10])[CH:3]1[CH2:11][OH:16]. (7) Given the reactants COC1C=C(OC)C=CC=1C[N:6]([C:35]1[S:39][N:38]=[CH:37][N:36]=1)[S:7]([C:10]1[N:15]=[C:14]2[NH:16][CH:17]=[C:18]([C:19]3[CH:24]=[CH:23][C:22]([C:25]([F:28])([F:27])[F:26])=[CH:21][C:20]=3[C:29]3[N:33]([CH3:34])[N:32]=[CH:31][CH:30]=3)[C:13]2=[CH:12][CH:11]=1)(=[O:9])=[O:8].C(Cl)Cl.C(O)(C(F)(F)F)=O, predict the reaction product. The product is: [CH3:34][N:33]1[C:29]([C:20]2[CH:21]=[C:22]([C:25]([F:28])([F:27])[F:26])[CH:23]=[CH:24][C:19]=2[C:18]2[C:13]3[C:14](=[N:15][C:10]([S:7]([NH:6][C:35]4[S:39][N:38]=[CH:37][N:36]=4)(=[O:8])=[O:9])=[CH:11][CH:12]=3)[NH:16][CH:17]=2)=[CH:30][CH:31]=[N:32]1.